From a dataset of Reaction yield outcomes from USPTO patents with 853,638 reactions. Predict the reaction yield, written as a fraction of the theoretical maximum amount of product (1.0 means a 100% yield; for example, 0.34 means a 34% yield). (1) The reactants are [CH3:1][O:2][C:3]1[CH:8]=[CH:7][CH:6]=[CH:5][C:4]=1[C:9]1[CH:17]=[C:16]2[C:12]([CH2:13][C:14](=[O:18])[NH:15]2)=[CH:11][CH:10]=1.[N:19]1([CH2:24][CH2:25][NH:26][C:27]([C:29]2[C:33]([C:34]3[CH:39]=[CH:38][CH:37]=[CH:36][CH:35]=3)=[C:32]([CH:40]=O)[NH:31][C:30]=2[CH3:42])=[O:28])[CH2:23][CH2:22][CH2:21][CH2:20]1. No catalyst specified. The product is [N:19]1([CH2:24][CH2:25][NH:26][C:27]([C:29]2[C:33]([C:34]3[CH:35]=[CH:36][CH:37]=[CH:38][CH:39]=3)=[C:32]([CH:40]=[C:13]3[C:12]4[C:16](=[CH:17][C:9]([C:4]5[CH:5]=[CH:6][CH:7]=[CH:8][C:3]=5[O:2][CH3:1])=[CH:10][CH:11]=4)[NH:15][C:14]3=[O:18])[NH:31][C:30]=2[CH3:42])=[O:28])[CH2:20][CH2:21][CH2:22][CH2:23]1. The yield is 0.350. (2) The reactants are [F:1][C:2]1[CH:7]=[CH:6][C:5]([S:8](Cl)(=[O:10])=[O:9])=[CH:4][CH:3]=1.[CH2:12]([N:14](CC)[CH2:15]C)C.CNC. The yield is 1.00. The product is [F:1][C:2]1[CH:7]=[CH:6][C:5]([S:8]([N:14]([CH3:15])[CH3:12])(=[O:10])=[O:9])=[CH:4][CH:3]=1. The catalyst is C1COCC1.C(OCC)(=O)C. (3) No catalyst specified. The reactants are [C:1]([OH:4])(=[O:3])[CH3:2].[O:5]=[CH:6][C:7]1[CH:15]=[CH:14][C:12](O)=[C:9]([O:10][CH3:11])[CH:8]=1.[N+:16]([O-])([OH:18])=[O:17]. The product is [C:1]([O:4][C:12]1[CH:14]=[CH:15][C:7]([CH:6]=[O:5])=[C:8]([N+:16]([O-:18])=[O:17])[C:9]=1[O:10][CH3:11])(=[O:3])[CH3:2]. The yield is 0.410.